From a dataset of Forward reaction prediction with 1.9M reactions from USPTO patents (1976-2016). Predict the product of the given reaction. (1) The product is: [Br:1][C:2]1[CH:3]=[C:4]2[C:8](=[CH:9][CH:10]=1)[N:7]([CH3:18])[C:6]([C:11]1[CH:16]=[CH:15][CH:14]=[CH:13][CH:12]=1)=[C:5]2[CH3:17]. Given the reactants [Br:1][C:2]1[CH:3]=[C:4]2[C:8](=[CH:9][CH:10]=1)[NH:7][C:6]([C:11]1[CH:16]=[CH:15][CH:14]=[CH:13][CH:12]=1)=[C:5]2[CH3:17].[CH3:18]I, predict the reaction product. (2) Given the reactants CC[N:3]([CH:7]([CH3:9])C)[CH:4]([CH3:6])C.Cl[C:11]1[N:16]=[C:15]([Cl:17])[C:14]([C:18]([F:21])([F:20])[F:19])=[CH:13][N:12]=1.C[N:23]([CH:25]=O)C, predict the reaction product. The product is: [Cl:17][C:15]1[C:14]([C:18]([F:21])([F:20])[F:19])=[CH:13][N:12]=[C:11]([NH:23][CH2:25][C:9]2[CH:7]=[N:3][CH:4]=[CH:6][C:14]=2[C:18]([F:21])([F:20])[F:19])[N:16]=1. (3) Given the reactants [N:1]1[N:2]=[C:3]([C:10]2[CH:19]=[CH:18][C:17]3[C:12](=[C:13](Br)[CH:14]=[C:15]([F:20])[CH:16]=3)[N:11]=2)[N:4]2[CH:9]=[CH:8][CH:7]=[CH:6][C:5]=12.[NH:22]1[CH2:27][CH2:26][CH:25]([CH2:28][NH:29][C:30](=[O:36])[O:31][C:32]([CH3:35])([CH3:34])[CH3:33])[CH2:24][CH2:23]1.C([O-])([O-])=O.[Cs+].[Cs+], predict the reaction product. The product is: [N:1]1[N:2]=[C:3]([C:10]2[CH:19]=[CH:18][C:17]3[C:12](=[C:13]([N:22]4[CH2:27][CH2:26][CH:25]([CH2:28][NH:29][C:30](=[O:36])[O:31][C:32]([CH3:34])([CH3:33])[CH3:35])[CH2:24][CH2:23]4)[CH:14]=[C:15]([F:20])[CH:16]=3)[N:11]=2)[N:4]2[CH:9]=[CH:8][CH:7]=[CH:6][C:5]=12. (4) Given the reactants [Si:1]([O:8][CH2:9][C:10]1[N:11]=[C:12]([C:15](=[O:17])[CH3:16])[S:13][CH:14]=1)([C:4]([CH3:7])([CH3:6])[CH3:5])([CH3:3])[CH3:2].[F:18][C:19]([F:38])([F:37])[S:20](N(C1C=CC=CC=1)[S:20]([C:19]([F:38])([F:37])[F:18])(=[O:22])=[O:21])(=[O:22])=[O:21].C[Si]([N-][Si](C)(C)C)(C)C.[K+], predict the reaction product. The product is: [F:18][C:19]([F:38])([F:37])[S:20]([O:17][C:15]([C:12]1[S:13][CH:14]=[C:10]([CH2:9][O:8][Si:1]([C:4]([CH3:7])([CH3:5])[CH3:6])([CH3:3])[CH3:2])[N:11]=1)=[CH2:16])(=[O:22])=[O:21]. (5) Given the reactants C[Si]([N-][Si](C)(C)C)(C)C.[Li+].[Si]([O:18][CH2:19][C@@H:20]([N:24]1[C@H:29]([C:30]2[CH:35]=[CH:34][C:33]([Cl:36])=[CH:32][CH:31]=2)[C@@H:28]([C:37]2[CH:42]=[CH:41][CH:40]=[C:39]([Cl:43])[CH:38]=2)[O:27][CH2:26][C:25]1=[O:44])[CH:21]1[CH2:23][CH2:22]1)(C(C)(C)C)(C)C.CI, predict the reaction product. The product is: [Cl:43][C:39]1[CH:38]=[C:37]([C@@H:28]2[C@@H:29]([C:30]3[CH:31]=[CH:32][C:33]([Cl:36])=[CH:34][CH:35]=3)[N:24]([C@@H:20]([CH:21]3[CH2:22][CH2:23]3)[CH2:19][OH:18])[C:25](=[O:44])[CH2:26][O:27]2)[CH:42]=[CH:41][CH:40]=1.